This data is from Human liver microsome stability data. The task is: Regression/Classification. Given a drug SMILES string, predict its absorption, distribution, metabolism, or excretion properties. Task type varies by dataset: regression for continuous measurements (e.g., permeability, clearance, half-life) or binary classification for categorical outcomes (e.g., BBB penetration, CYP inhibition). Dataset: hlm. (1) The compound is O=C(N[C@H](Cc1c[nH]c2ccccc12)C(=O)Nc1ccncc1)c1ccc(N2CCN(c3ccc(Cl)cc3Cl)CC2)cc1F. The result is 1 (stable in human liver microsomes). (2) The result is 0 (unstable in human liver microsomes). The molecule is NC(=NN=C(CO)c1ccc(Cl)cc1)NN=C(CO)c1ccc(Cl)cc1. (3) The compound is CC1(C(=O)NCCSc2nonc2C(=NO)Nc2ccc(F)c(C(F)F)c2)CCN1. The result is 0 (unstable in human liver microsomes). (4) The molecule is CCOP(=O)(O)C1=C[C@@H](OC(CC)CC)[C@H](NC(C)=O)[C@@H](N=C(N)N)C1. The result is 0 (unstable in human liver microsomes). (5) The drug is CCc1nc2cc(Cl)ccn2c1C(=O)NCc1ccc(N2CCCCC2)cc1. The result is 1 (stable in human liver microsomes).